From a dataset of Catalyst prediction with 721,799 reactions and 888 catalyst types from USPTO. Predict which catalyst facilitates the given reaction. (1) Reactant: [Cl:1][C:2]1[CH:7]=[CH:6][N:5]=[C:4]2[N:8]([S:12]([C:15]3[CH:21]=[CH:20][C:18]([CH3:19])=[CH:17][CH:16]=3)(=[O:14])=[O:13])[C:9](I)=[CH:10][C:3]=12.CC1(C)C(C)(C)OB([C:30]2[CH2:35][CH2:34][N:33]([C:36]([O:38][C:39]([CH3:42])([CH3:41])[CH3:40])=[O:37])[CH2:32][CH:31]=2)O1.C(=O)(O)[O-].[Na+]. Product: [Cl:1][C:2]1[CH:7]=[CH:6][N:5]=[C:4]2[N:8]([S:12]([C:15]3[CH:21]=[CH:20][C:18]([CH3:19])=[CH:17][CH:16]=3)(=[O:14])=[O:13])[C:9]([C:30]3[CH2:35][CH2:34][N:33]([C:36]([O:38][C:39]([CH3:42])([CH3:41])[CH3:40])=[O:37])[CH2:32][CH:31]=3)=[CH:10][C:3]=12. The catalyst class is: 9. (2) Reactant: [Br:1]Br.[CH3:3][C:4]1[C:8]2[N:9]=[C:10]([C:14]3[CH:19]=[CH:18][N:17]=[CH:16][CH:15]=3)[N:11]=[C:12]([OH:13])[C:7]=2[S:6][CH:5]=1. Product: [Br:1][C:5]1[S:6][C:7]2[C:12]([OH:13])=[N:11][C:10]([C:14]3[CH:19]=[CH:18][N:17]=[CH:16][CH:15]=3)=[N:9][C:8]=2[C:4]=1[CH3:3]. The catalyst class is: 22.